Dataset: Catalyst prediction with 721,799 reactions and 888 catalyst types from USPTO. Task: Predict which catalyst facilitates the given reaction. Reactant: [CH:1]1([O:6][C:7]2[CH:12]=[CH:11][C:10]([F:13])=[CH:9][C:8]=2[N:14]2[CH2:19][CH2:18][N:17]([CH2:20][CH2:21][CH2:22][N:23]3[C:31](=[O:32])[CH:30]4[CH:25]([CH2:26][CH:27]5[O:33][CH:28]5[CH2:29]4)[C:24]3=[O:34])[CH2:16][CH2:15]2)[CH2:5][CH2:4][CH2:3][CH2:2]1. Product: [CH:1]1([O:6][C:7]2[CH:12]=[CH:11][C:10]([F:13])=[CH:9][C:8]=2[N:14]2[CH2:15][CH2:16][N:17]([CH2:20][CH2:21][CH2:22][N:23]3[C:31](=[O:32])[CH:30]4[CH:25]([CH2:26][CH2:27][CH:28]([OH:33])[CH2:29]4)[C:24]3=[O:34])[CH2:18][CH2:19]2)[CH2:2][CH2:3][CH2:4][CH2:5]1. The catalyst class is: 19.